Dataset: Forward reaction prediction with 1.9M reactions from USPTO patents (1976-2016). Task: Predict the product of the given reaction. (1) Given the reactants [F:1][C:2]1[CH:34]=[CH:33][C:5]([CH2:6][NH:7][C:8]([C:10]2[N:11]=[C:12]3[N:17]([C:18](=[O:21])[C:19]=2[OH:20])[CH2:16][CH2:15][O:14][C:13]23[CH2:26][CH2:25][N:24]([C:27](=[O:32])[C:28]([O:30]C)=O)[CH2:23][CH2:22]2)=[O:9])=[C:4]([N:35]2[C:39]([CH3:40])=[N:38][CH:37]=[N:36]2)[CH:3]=1.[NH:41]([CH3:43])[CH3:42], predict the reaction product. The product is: [CH3:42][N:41]([CH3:43])[C:28](=[O:30])[C:27]([N:24]1[CH2:25][CH2:26][C:13]2([C:12]3=[N:11][C:10]([C:8]([NH:7][CH2:6][C:5]4[CH:33]=[CH:34][C:2]([F:1])=[CH:3][C:4]=4[N:35]4[C:39]([CH3:40])=[N:38][CH:37]=[N:36]4)=[O:9])=[C:19]([OH:20])[C:18](=[O:21])[N:17]3[CH2:16][CH2:15][O:14]2)[CH2:22][CH2:23]1)=[O:32]. (2) The product is: [CH3:1][C@H:2]1[CH2:3][N:4]([C:10]2[CH:17]=[CH:16][C:13]([CH:14]=[O:15])=[CH:12][CH:11]=2)[CH2:5][C@@H:6]([CH3:8])[O:7]1. Given the reactants [CH3:1][C@H:2]1[O:7][C@@H:6]([CH3:8])[CH2:5][NH:4][CH2:3]1.F[C:10]1[CH:17]=[CH:16][C:13]([CH:14]=[O:15])=[CH:12][CH:11]=1.C(=O)([O-])[O-].[K+].[K+], predict the reaction product.